From a dataset of Full USPTO retrosynthesis dataset with 1.9M reactions from patents (1976-2016). Predict the reactants needed to synthesize the given product. (1) Given the product [F:1][C:2]1[CH:3]=[C:4]([C:8]2[C:17]3[N:16]=[CH:15][CH:14]=[CH:13][C:12]=3[C:11]([C:18]#[N:19])=[CH:10][C:9]=2[CH:20]([OH:21])[CH3:22])[CH:5]=[CH:6][CH:7]=1, predict the reactants needed to synthesize it. The reactants are: [F:1][C:2]1[CH:3]=[C:4]([C:8]2[C:17]3[N:16]=[CH:15][CH:14]=[CH:13][C:12]=3[C:11]([C:18]#[N:19])=[CH:10][C:9]=2[CH:20]=[O:21])[CH:5]=[CH:6][CH:7]=1.[CH3:22][Mg]Br. (2) Given the product [Br:1][C:2]1[CH:7]=[CH:6][C:5](/[CH:13]=[CH:12]/[C:11]([OH:15])=[O:14])=[CH:4][C:3]=1[O:9][CH3:10], predict the reactants needed to synthesize it. The reactants are: [Br:1][C:2]1[CH:7]=[CH:6][C:5](I)=[CH:4][C:3]=1[O:9][CH3:10].[C:11]([OH:15])(=[O:14])[CH:12]=[CH2:13].CCN(CC)CC.Cl. (3) Given the product [ClH:44].[CH:1]([N:4]([C@@H:5]1[CH2:10][CH2:9][CH2:8][NH:7][CH2:6]1)[C:18]([C:20]1[C:21]([CH3:41])=[CH:22][C:23]2[S:31][C:27]3([CH2:28][CH2:29][CH2:30]3)[C:26](=[O:32])[N:25]([CH2:33][CH2:34][NH:35][C:36](=[O:39])[CH2:37][CH3:38])[C:24]=2[CH:40]=1)=[O:19])([CH3:2])[CH3:3], predict the reactants needed to synthesize it. The reactants are: [CH:1]([N:4]([C:18]([C:20]1[C:21]([CH3:41])=[CH:22][C:23]2[S:31][C:27]3([CH2:30][CH2:29][CH2:28]3)[C:26](=[O:32])[N:25]([CH2:33][CH2:34][NH:35][C:36](=[O:39])[CH2:37][CH3:38])[C:24]=2[CH:40]=1)=[O:19])[C@@H:5]1[CH2:10][CH2:9][CH2:8][N:7](C(OC(C)(C)C)=O)[CH2:6]1)([CH3:3])[CH3:2].CO.[ClH:44].O1CCOCC1. (4) Given the product [CH2:1]([O:3][C:4](=[O:19])[C:5]1[CH:10]=[C:9]([C:11]([F:12])([F:14])[F:13])[C:8]([CH:15]=[O:16])=[C:7]([Cl:17])[CH:6]=1)[CH3:2], predict the reactants needed to synthesize it. The reactants are: [CH2:1]([O:3][C:4](=[O:19])[C:5]1[CH:10]=[C:9]([C:11]([F:14])([F:13])[F:12])[C:8]([CH:15]=[O:16])=[C:7]([Cl:17])[C:6]=1N)[CH3:2].C(OC(=O)C1C=CC(C=O)=C(C(F)(F)F)C=1)C. (5) Given the product [CH2:1]([O:3][C:4](=[O:12])[CH2:5][C:6]1[N:7]=[C:8]([NH:11][C:34]([C:32]2[CH:31]=[CH:30][C:25]3[CH2:26][CH2:27][CH2:28][CH2:29][N:23]([S:20]([C:18]4[CH:19]=[C:14]([Cl:13])[CH:15]=[CH:16][C:17]=4[O:37][CH3:38])(=[O:21])=[O:22])[C:24]=3[CH:33]=2)=[O:35])[S:9][CH:10]=1)[CH3:2], predict the reactants needed to synthesize it. The reactants are: [CH2:1]([O:3][C:4](=[O:12])[CH2:5][C:6]1[N:7]=[C:8]([NH2:11])[S:9][CH:10]=1)[CH3:2].[Cl:13][C:14]1[CH:15]=[CH:16][C:17]([O:37][CH3:38])=[C:18]([S:20]([N:23]2[CH2:29][CH2:28][CH2:27][CH2:26][C:25]3[CH:30]=[CH:31][C:32]([C:34](O)=[O:35])=[CH:33][C:24]2=3)(=[O:22])=[O:21])[CH:19]=1. (6) The reactants are: [CH3:1][C:2]1[N:6]([CH:7]([CH3:9])[CH3:8])[C:5]([C:10]2[CH:15]=[CH:14][N:13]=[C:12]([NH:16][CH:17]3[CH2:22][CH2:21][NH:20][CH2:19][CH2:18]3)[N:11]=2)=[CH:4][N:3]=1.[C:23](OC(=O)C)(=[O:25])[CH3:24]. Given the product [CH3:1][C:2]1[N:6]([CH:7]([CH3:9])[CH3:8])[C:5]([C:10]2[CH:15]=[CH:14][N:13]=[C:12]([NH:16][CH:17]3[CH2:18][CH2:19][N:20]([C:23](=[O:25])[CH3:24])[CH2:21][CH2:22]3)[N:11]=2)=[CH:4][N:3]=1, predict the reactants needed to synthesize it. (7) Given the product [Cl:1][C:2]1[CH:7]=[CH:6][C:5]([NH:8][C:9](=[O:26])[C:10]2[CH:11]=[CH:12][C:13]([CH3:16])=[C:14]([C:32]3[CH:33]=[C:34]4[C:39](=[CH:40][CH:41]=3)[N:38]=[C:37]([NH:42][CH3:43])[N:36]=[CH:35]4)[CH:15]=2)=[CH:4][C:3]=1[C:27]([F:28])([F:29])[F:30], predict the reactants needed to synthesize it. The reactants are: [Cl:1][C:2]1[CH:7]=[CH:6][C:5]([NH:8][C:9](=[O:26])[C:10]2[CH:15]=[CH:14][C:13]([CH3:16])=[C:12](B3OC(C)(C)C(C)(C)O3)[CH:11]=2)=[CH:4][C:3]=1[C:27]([F:30])([F:29])[F:28].Br[C:32]1[CH:33]=[C:34]2[C:39](=[CH:40][CH:41]=1)[N:38]=[C:37]([NH:42][CH3:43])[N:36]=[CH:35]2.C([O-])([O-])=O.[Na+].[Na+].O1CCOCC1. (8) Given the product [CH2:1]([O:8][C:9]1[CH:14]=[CH:13][N:12]([C:31]2[CH:30]=[CH:29][C:26]([C:27]#[N:28])=[CH:25][C:24]=2[F:23])[C:11](=[O:15])[CH:10]=1)[C:2]1[CH:3]=[CH:4][CH:5]=[CH:6][CH:7]=1, predict the reactants needed to synthesize it. The reactants are: [CH2:1]([O:8][C:9]1[CH:14]=[CH:13][NH:12][C:11](=[O:15])[CH:10]=1)[C:2]1[CH:7]=[CH:6][CH:5]=[CH:4][CH:3]=1.CN(C=O)C.[H-].[Na+].[F:23][C:24]1[CH:25]=[C:26]([CH:29]=[CH:30][C:31]=1F)[C:27]#[N:28]. (9) The reactants are: [NH2:1][C@H:2]([C:6]([OH:8])=[O:7])[CH:3]([CH3:5])[CH3:4].[OH-].[Na+:10]. Given the product [NH2:1][CH:2]([CH:3]([CH3:5])[CH3:4])[C:6]([O-:8])=[O:7].[Na+:10], predict the reactants needed to synthesize it. (10) Given the product [F:1][C:2]1[CH:3]=[CH:4][C:5]2[N:8]([C:10]([C@@H:12]3[CH2:16][CH2:15][CH2:14][N:13]3[CH2:17][CH3:18])=[N:40][N:6]=2)[CH:7]=1, predict the reactants needed to synthesize it. The reactants are: [F:1][C:2]1[CH:3]=[CH:4][C:5]([N:8]([C:10]([C@@H:12]2[CH2:16][CH2:15][CH2:14][N:13]2[CH2:17][CH3:18])=O)N)=[N:6][CH:7]=1.C1C=CC(P(C2C=CC=CC=2)C2C=CC=CC=2)=CC=1.CC[N:40](CC)CC.ClC(Cl)(Cl)C(Cl)(Cl)Cl.N.